Dataset: Reaction yield outcomes from USPTO patents with 853,638 reactions. Task: Predict the reaction yield, written as a fraction of the theoretical maximum amount of product (1.0 means a 100% yield; for example, 0.34 means a 34% yield). (1) The catalyst is CO. The yield is 0.210. The product is [CH3:1][O:2][C:3]1[CH:4]=[C:5]([C:11]2[CH:12]=[C:13]3[N:18]([C:19](=[O:25])[CH:20]=2)[CH:17]=[C:16]([F:26])[CH:15]=[CH:14]3)[CH:6]=[CH:7][C:8]=1[O:9][CH3:10]. The reactants are [CH3:1][O:2][C:3]1[CH:4]=[C:5]([C:11]2[C:12](C(OC)=O)=[C:13]3[N:18]([C:19](=[O:25])[C:20]=2C(OC)=O)[CH:17]=[C:16]([F:26])[CH:15]=[CH:14]3)[CH:6]=[CH:7][C:8]=1[O:9][CH3:10].[Li+].[OH-].C(O)(C(F)(F)F)=O.O. (2) The reactants are [CH3:1][C:2]1[N:7]=[CH:6][C:5]([O:8][C:9]2[CH:10]=[C:11]([CH:14]=[C:15]([N+:17]([O-])=O)[CH:16]=2)[C:12]#[N:13])=[CH:4][CH:3]=1.O.C([O-])([O-])=O.[Na+].[Na+]. The product is [NH2:17][C:15]1[CH:14]=[C:11]([CH:10]=[C:9]([O:8][C:5]2[CH:6]=[N:7][C:2]([CH3:1])=[CH:3][CH:4]=2)[CH:16]=1)[C:12]#[N:13]. The yield is 0.760. The catalyst is C(O)(=O)C.[Fe]. (3) The reactants are [Cl:1][C:2]1[CH:10]=[CH:9][C:5]([C:6]([OH:8])=O)=[C:4]([F:11])[CH:3]=1.CN(C(ON1N=NC2C=CC=NC1=2)=[N+](C)C)C.F[P-](F)(F)(F)(F)F.[CH3:36][C:37]1[N:38]=[C:39]([C:48]2[N:52](C3CCCCO3)[N:51]=[CH:50][CH:49]=2)[C:40]2[CH2:46][CH:45]([CH3:47])[NH:44][CH2:43][C:41]=2[N:42]=1.CCN(C(C)C)C(C)C.C(O)(C(F)(F)F)=O.C([SiH](CC)CC)C. The catalyst is C(Cl)Cl. The product is [Cl:1][C:2]1[CH:10]=[CH:9][C:5]([C:6]([N:44]2[CH:45]([CH3:47])[CH2:46][C:40]3[C:39]([C:48]4[NH:52][N:51]=[CH:50][CH:49]=4)=[N:38][C:37]([CH3:36])=[N:42][C:41]=3[CH2:43]2)=[O:8])=[C:4]([F:11])[CH:3]=1. The yield is 0.380. (4) The reactants are [C:1]12([C:11]3[CH:22]=[CH:21][C:14]([O:15][CH2:16][CH2:17][C:18](O)=[O:19])=[C:13]([CH3:23])[CH:12]=3)[CH2:10][CH:5]3[CH2:6][CH:7]([CH2:9][CH:3]([CH2:4]3)[CH2:2]1)[CH2:8]2.[CH3:24][N:25]1[CH2:30][CH2:29][NH:28][CH2:27][CH2:26]1. No catalyst specified. The product is [C:1]12([C:11]3[CH:22]=[CH:21][C:14]([O:15][CH2:16][CH2:17][C:18]([N:28]4[CH2:29][CH2:30][N:25]([CH3:24])[CH2:26][CH2:27]4)=[O:19])=[C:13]([CH3:23])[CH:12]=3)[CH2:2][CH:3]3[CH2:9][CH:7]([CH2:6][CH:5]([CH2:4]3)[CH2:10]1)[CH2:8]2. The yield is 0.936.